Dataset: Forward reaction prediction with 1.9M reactions from USPTO patents (1976-2016). Task: Predict the product of the given reaction. (1) Given the reactants [CH:1](=O)/[CH:2]=[CH:3]/[CH3:4].[C:6]1([S:12]([C:15]#[N:16])(=[O:14])=[O:13])[CH:11]=[CH:10][CH:9]=[CH:8][CH:7]=1.B(OCCCC)(OCCCC)OCCCC, predict the reaction product. The product is: [C:6]1([S:12]([C:15]2[CH:4]=[CH:3][CH:2]=[CH:1][N:16]=2)(=[O:13])=[O:14])[CH:7]=[CH:8][CH:9]=[CH:10][CH:11]=1. (2) Given the reactants [OH:1][CH:2]([CH2:14][CH2:15][CH3:16])[CH2:3][CH2:4][N:5]([CH3:13])[C:6](=[O:12])[O:7][C:8]([CH3:11])([CH3:10])[CH3:9].[Cl:17][C:18]1[CH:23]=[CH:22][C:21]([N+:24]([O-:26])=[O:25])=[C:20](F)[CH:19]=1, predict the reaction product. The product is: [CH3:9][C:8]([O:7][C:6](=[O:12])[N:5]([CH2:4][CH2:3][CH:2]([O:1][C:22]1[CH:23]=[C:18]([Cl:17])[CH:19]=[CH:20][C:21]=1[N+:24]([O-:26])=[O:25])[CH2:14][CH2:15][CH3:16])[CH3:13])([CH3:10])[CH3:11]. (3) Given the reactants [F:1][C:2]1[C:7]([F:8])=[CH:6][CH:5]=[CH:4][C:3]=1/[CH:9]=[CH:10]/[CH2:11][OH:12].ClC1C=CC=C(C(OO)=[O:21])C=1.C(=O)([O-])[O-].[Na+].[Na+].C(=O)(O)[O-].[Na+], predict the reaction product. The product is: [F:1][C:2]1[C:7]([F:8])=[CH:6][CH:5]=[CH:4][C:3]=1[CH:9]1[O:21][CH:10]1[CH2:11][OH:12]. (4) Given the reactants Br[C:2]1[CH:3]=[N:4][C:5]2[N:6]([CH:8]=[C:9]([C:11]3[CH:12]=[C:13]([CH:15]=[CH:16][C:17]=3[Cl:18])[NH2:14])[N:10]=2)[CH:7]=1.[CH3:19][N:20]([C:28]1[CH:33]=[CH:32][C:31](B2OC(C)(C)C(C)(C)O2)=[CH:30][CH:29]=1)[C:21](=[O:27])[O:22][C:23]([CH3:26])([CH3:25])[CH3:24].C(=O)([O-])[O-].[Na+].[Na+], predict the reaction product. The product is: [NH2:14][C:13]1[CH:15]=[CH:16][C:17]([Cl:18])=[C:11]([C:9]2[N:10]=[C:5]3[N:4]=[CH:3][C:2]([C:31]4[CH:30]=[CH:29][C:28]([N:20]([CH3:19])[C:21](=[O:27])[O:22][C:23]([CH3:24])([CH3:25])[CH3:26])=[CH:33][CH:32]=4)=[CH:7][N:6]3[CH:8]=2)[CH:12]=1. (5) The product is: [Cl:14][CH2:15][CH2:16][N:12]1[C:11]2[CH:10]=[CH:9][CH:8]=[CH:7][C:6]=2[C:5]2[C:13]1=[CH:1][CH:2]=[CH:3][CH:4]=2. Given the reactants [CH:1]1[C:13]2[NH:12][C:11]3[C:6](=[CH:7][CH:8]=[CH:9][CH:10]=3)[C:5]=2[CH:4]=[CH:3][CH:2]=1.[Cl:14][CH2:15][CH2:16]OS(C1C=CC(C)=CC=1)(=O)=O.[OH-].[Na+].O, predict the reaction product. (6) Given the reactants [O:1]([CH2:8][C:9]1[NH:13][C:12]2[CH:14]=[CH:15][CH:16]=[CH:17][C:11]=2[N:10]=1)[C:2]1[CH:7]=[CH:6][CH:5]=[CH:4][CH:3]=1.C([O-])([O-])=O.[K+].[K+].Br[CH2:25][CH:26]([CH3:28])[CH3:27], predict the reaction product. The product is: [CH2:25]([N:13]1[C:12]2[CH:14]=[CH:15][CH:16]=[CH:17][C:11]=2[N:10]=[C:9]1[CH2:8][O:1][C:2]1[CH:7]=[CH:6][CH:5]=[CH:4][CH:3]=1)[CH:26]([CH3:28])[CH3:27]. (7) Given the reactants CO[C:3]1[CH:8]=[CH:7][C:6]([N:9]2[CH2:15][CH2:14][CH2:13][CH:12]([N:16]3[CH2:20][CH2:19][C@@H:18]([NH:21][C:22](=[O:37])[CH2:23][NH:24][C:25](=[O:36])[C:26]4[CH:31]=[CH:30][CH:29]=[C:28]([C:32]([F:35])([F:34])[F:33])[CH:27]=4)[CH2:17]3)[CH2:11][CH2:10]2)=[CH:5][CH:4]=1.Br[C:39]1C=CC(OC)=CC=1, predict the reaction product. The product is: [CH3:39][C:8]1[CH:7]=[C:6]([N:9]2[CH2:15][CH2:14][CH2:13][CH:12]([N:16]3[CH2:20][CH2:19][C@@H:18]([NH:21][C:22](=[O:37])[CH2:23][NH:24][C:25](=[O:36])[C:26]4[CH:31]=[CH:30][CH:29]=[C:28]([C:32]([F:35])([F:34])[F:33])[CH:27]=4)[CH2:17]3)[CH2:11][CH2:10]2)[CH:5]=[CH:4][CH:3]=1. (8) Given the reactants COC1C=C(OC)C=CC=1C[N:6]([C:20]1[S:24][N:23]=[CH:22][N:21]=1)[S:7]([C:10]1[CH:19]=[CH:18][C:13]2[NH:14][C:15](=[O:17])[O:16][C:12]=2[CH:11]=1)(=[O:9])=[O:8].[CH:31]1[C:40]2[C:35](=[CH:36][CH:37]=[CH:38][C:39]=2[C@@H:41](O)[CH3:42])[CH:34]=[CH:33][N:32]=1.C1(P(C2C=CC=CC=2)C2C=CC=CC=2)C=CC=CC=1.N(/C(OC(C)(C)C)=O)=N\C(OC(C)(C)C)=O, predict the reaction product. The product is: [CH:31]1[C:40]2[C:35](=[CH:36][CH:37]=[CH:38][C:39]=2[C@H:41]([N:14]2[C:13]3[CH:18]=[CH:19][C:10]([S:7]([NH:6][C:20]4[S:24][N:23]=[CH:22][N:21]=4)(=[O:8])=[O:9])=[CH:11][C:12]=3[O:16][C:15]2=[O:17])[CH3:42])[CH:34]=[CH:33][N:32]=1.